The task is: Regression/Classification. Given a drug SMILES string, predict its absorption, distribution, metabolism, or excretion properties. Task type varies by dataset: regression for continuous measurements (e.g., permeability, clearance, half-life) or binary classification for categorical outcomes (e.g., BBB penetration, CYP inhibition). Dataset: cyp2c19_veith.. This data is from CYP2C19 inhibition data for predicting drug metabolism from PubChem BioAssay. (1) The compound is NCCOB(c1ccccc1)c1ccccc1. The result is 0 (non-inhibitor). (2) The molecule is COc1ccc(COC(=O)N/N=C2/C[C@@H](O)[C@@H](O)[C@H]3[C@@H]2CC[C@@H]2C(=O)N(c4cccc(Oc5ccccc5)c4)C(=O)[C@H]23)cc1. The result is 0 (non-inhibitor). (3) The molecule is Nc1nc(Cl)cc(N2CCOCC2)n1. The result is 0 (non-inhibitor). (4) The drug is C[C@@H]1C[C@H](OC(=O)c2ccccc2O)CC(C)(C)C1. The result is 1 (inhibitor). (5) The compound is O=S(=O)(c1cccc2nsnc12)N1CCCC1. The result is 1 (inhibitor). (6) The molecule is N[C@H](CCC(=O)N[C@H](CSN=O)C(=O)NCC(=O)O)C(=O)O. The result is 1 (inhibitor). (7) The drug is Cc1ccc(S(=O)(=O)N[C@H]2COC(=O)[C@H](C)COC(=O)C/C=C\[C@H]2C)cc1. The result is 0 (non-inhibitor). (8) The drug is CCOc1ccc(-n2c(SCC(=O)Nc3ccccc3C)n[nH]c2=O)cc1. The result is 1 (inhibitor). (9) The molecule is C/C(=N/NC(=O)c1ccc(NC(=O)c2ccc(F)cc2)cc1)c1ccccc1. The result is 0 (non-inhibitor). (10) The compound is O=C(Cc1csc(Nc2nc(=S)[nH]c3ccccc23)n1)NCc1cccc(Cl)c1. The result is 1 (inhibitor).